From a dataset of Catalyst prediction with 721,799 reactions and 888 catalyst types from USPTO. Predict which catalyst facilitates the given reaction. Reactant: [Br:1][C:2]1[CH:7]=[C:6]([Cl:8])[N:5]=[N:4][C:3]=1[NH2:9].Cl[CH2:11][CH:12]=O. Product: [Br:1][C:2]1[C:3]2[N:4]([CH:11]=[CH:12][N:9]=2)[N:5]=[C:6]([Cl:8])[CH:7]=1. The catalyst class is: 14.